This data is from Drug-target binding data from BindingDB using Ki measurements. The task is: Regression. Given a target protein amino acid sequence and a drug SMILES string, predict the binding affinity score between them. We predict pKi (pKi = -log10(Ki in M); higher means stronger inhibition). Dataset: bindingdb_ki. (1) The compound is Cc1nc(N2CC[C@@H](N3CCC[C@@H]3C)C2)ccc1N1CCCC2(CCOCC2)C1=O. The target protein sequence is MERAPPDGPLNASGALAGEAAAAGGARGFSAAWTAVLAALMALLIVATVLGNALVMLAFVADSSLRTQNNFFLLNLAISDFLVGAFCIPLYVPYVLTGRWTFGRGLCKLWLVVDYLLCTSSAFNIVLISYDRFLSVTRAVSYRAQQGNTRRAVRKMLLVWVLAFLLYGPAILSWEYLSGGSSIPEGHCYAEFFYNWYFLITASTLEFFTPFLSVTFFNLSIYLNIQRRTRLRLDGAREAGGPEPPPEAQPSPPPPPGCWGCWQKGHGEAMPLHRYGVGEAAAGAEAGETALGGGGGGGSAASPTSSSGSSSRGTERPRSLKRGSKPSASSASLEKRMKMVSQSFTQRFRLSRDRKVAKSLAVIVSIFGLCWAPYTLLMIIRAACHGHCVPDYWYETSFWLLWANSAVNPVLYPLCHHSFRRAFTKLLCPQKLKIQPHSSLEQCWK. The pKi is 7.0. (2) The compound is CSCCC(N)C(=O)O. The target protein (P32297) has sequence MGSGPLSLPLALSPPRLLLLLLLSLLPVARASEAEHRLFERLFEDYNEIIRPVANVSDPVIIHFEVSMSQLVKVDEVNQIMETNLWLKQIWNDYKLKWNPSDYGGAEFMRVPAQKIWKPDIVLYNNAVGDFQVDDKTKALLKYTGEVTWIPPAIFKSSCKIDVTYFPFDYQNCTMKFGSWSYDKAKIDLVLIGSSMNLKDYWESGEWAIIKAPGYKHDIKYNCCEEIYPDITYSLYIRRLPLFYTINLIIPCLLISFLTVLVFYLPSDCGEKVTLCISVLLSLTVFLLVITETIPSTSLVIPLIGEYLLFTMIFVTLSIVITVFVLNVHYRTPTTHTMPSWVKTVFLNLLPRVMFMTRPTSNEGNAQKPRPLYGAELSNLNCFSRAESKGCKEGYPCQDGMCGYCHHRRIKISNFSANLTRSSSSESVDAVLSLSALSPEIKEAIQSVKYIAENMKAQNEAKEIQDDWKYVAMVIDRIFLWVFTLVCILGTAGLFLQPLM.... The pKi is 5.0. (3) The compound is CC1(C)C(=O)ON(Cc2ccccc2Cl)C1=O. The target protein (Q4QKG6) has sequence MTNNMNNYPLLSLINSPEDLRLLNKDQLPQLCQELRAYLLESVSQTSGHLASGLGTVELTVALHYVYKTPFDQLIWDVGHQAYPHKILTGRREQMSTIRQKDGIHPFPWREESEFDVLSVGHSSTSISAGLGIAVAAERENAGRKTVCVIGDGAITAGMAFEALNHAGALHTDMLVILNDNEMSISENVGALNNHLARIFSGSLYSTLRDGSKKILDKVPPIKNFMKKTEEHMKGVMFSPESTLFEELGFNYIGPVDGHNIDELVAMLTNMRNLKGPQFLHIKTKKGKGYAPAEKDPIGFHGVPKFDPISGELPKNNSKPTYSKIFGDWLCEMAEKDAKIIGITPAMREGSGMVEFSQRFPKQYFDVAIAEQHTVTFATGLAIGGYKPVVAIYSTFLQRAYDQLIHDVAIQNLPVLFAIDRAGIVGADGATHQGAFDISFMRCIPNMIIMTPSDENECRQMLYTGYQCGKPAAVRYPRGNAVGVKLTPLEMLPIGKSRLI.... The pKi is 4.6. (4) The small molecule is O=C(C=Cc1cccc(O)c1)C[C@@H]1O[C@H](CO)[C@H](O)[C@H](O)[C@H]1O. The target protein sequence is MAKEWGYASHNGPDHWHELFPNAKGENQSPVELHTKDIRHDPSLQPWSVSYDGGSAKTILNNGKTCRVVFDDTYDRSMLRGGPLPGPYRLRQFHLHWGSSDDHGSEHTVDGVKYAAELHLVHWNPKYNTFKEALKQRDGIAVIGIFLKIGHENGEFQIFLDALDKIKTKGKEAPFTKFDPSCLFPACRDYWTYQGSFTTPPCEECIVWLLLKEPMTVSSDQMAKLRSLLSSAENEPPVPLVSNWRPPQPINNRVVRASFK. The pKi is 4.0. (5) The drug is CC(/C=C/C1=C(c2cc3c(cc2C)C(C)(C)CCC3(C)C)CCC1)=C\C(=O)O. The target protein (P10276) has sequence MASNSSSCPTPGGGHLNGYPVPPYAFFFPPMLGGLSPPGALTTLQHQLPVSGYSTPSPATIETQSSSSEEIVPSPPSPPPLPRIYKPCFVCQDKSSGYHYGVSACEGCKGFFRRSIQKNMVYTCHRDKNCIINKVTRNRCQYCRLQKCFEVGMSKESVRNDRNKKKKEVPKPECSESYTLTPEVGELIEKVRKAHQETFPALCQLGKYTTNNSSEQRVSLDIDLWDKFSELSTKCIIKTVEFAKQLPGFTTLTIADQITLLKAACLDILILRICTRYTPEQDTMTFSDGLTLNRTQMHNAGFGPLTDLVFAFANQLLPLEMDDAETGLLSAICLICGDRQDLEQPDRVDMLQEPLLEALKVYVRKRRPSRPHMFPKMLMKITDLRSISAKGAERVITLKMEIPGSMPPLIQEMLENSEGLDTLSGQPGGGGRDGGGLAPPPGSCSPSLSPSSNRSSPATHSP. The pKi is 6.0.